This data is from Peptide-MHC class II binding affinity with 134,281 pairs from IEDB. The task is: Regression. Given a peptide amino acid sequence and an MHC pseudo amino acid sequence, predict their binding affinity value. This is MHC class II binding data. (1) The peptide sequence is PFPQPQQPFCQQPQR. The MHC is HLA-DQA10301-DQB10302 with pseudo-sequence HLA-DQA10301-DQB10302. The binding affinity (normalized) is 0.225. (2) The peptide sequence is PIIIDQKYCPNKICT. The binding affinity (normalized) is 0.414. The MHC is DRB3_0101 with pseudo-sequence DRB3_0101.